This data is from Full USPTO retrosynthesis dataset with 1.9M reactions from patents (1976-2016). The task is: Predict the reactants needed to synthesize the given product. (1) Given the product [F:39][C:40]1([F:44])[CH2:43][N:42]([C:34]([C:31]2[CH:32]=[N:33][C:28]([N:25]3[CH2:26][CH2:27][CH:22]([N:18]4[C:14]5[N:15]=[CH:16][N:17]=[C:12]([NH:11][C:8]6[CH:9]=[CH:10][C:5]([C:3]([N:2]([CH3:38])[CH3:1])=[O:4])=[CH:6][C:7]=6[F:37])[C:13]=5[C:20]([F:21])=[CH:19]4)[CH2:23][CH2:24]3)=[N:29][CH:30]=2)=[O:36])[CH2:41]1, predict the reactants needed to synthesize it. The reactants are: [CH3:1][N:2]([CH3:38])[C:3]([C:5]1[CH:10]=[CH:9][C:8]([NH:11][C:12]2[C:13]3[C:20]([F:21])=[CH:19][N:18]([CH:22]4[CH2:27][CH2:26][N:25]([C:28]5[N:33]=[CH:32][C:31]([C:34]([OH:36])=O)=[CH:30][N:29]=5)[CH2:24][CH2:23]4)[C:14]=3[N:15]=[CH:16][N:17]=2)=[C:7]([F:37])[CH:6]=1)=[O:4].[F:39][C:40]1([F:44])[CH2:43][NH:42][CH2:41]1.O.ON1C2C=CC=CC=2N=N1.Cl.C(N=C=NCCCN(C)C)C.C(=O)([O-])O.[Na+]. (2) Given the product [C:16]([O:15][C:13]([NH:12][CH2:11][CH:10]([C:7]1[CH:8]=[CH:9][C:4]([C:3]([OH:21])=[O:2])=[CH:5][N:6]=1)[OH:20])=[O:14])([CH3:19])([CH3:17])[CH3:18], predict the reactants needed to synthesize it. The reactants are: C[O:2][C:3](=[O:21])[C:4]1[CH:9]=[CH:8][C:7]([CH:10]([OH:20])[CH2:11][NH:12][C:13]([O:15][C:16]([CH3:19])([CH3:18])[CH3:17])=[O:14])=[N:6][CH:5]=1. (3) Given the product [F:13][C:5]1[C:6]([F:12])=[CH:7][C:8]([O:10][CH3:11])=[CH:9][C:4]=1[CH2:3][OH:2], predict the reactants needed to synthesize it. The reactants are: C[O:2][C:3](=O)[C:4]1[CH:9]=[C:8]([O:10][CH3:11])[CH:7]=[C:6]([F:12])[C:5]=1[F:13].[Li+].[BH4-]. (4) Given the product [CH:10]([N:1]1[CH2:6][CH2:5][CH2:4][CH2:3][CH:2]1[C:7]([OH:9])=[O:8])=[O:12], predict the reactants needed to synthesize it. The reactants are: [NH:1]1[CH2:6][CH2:5][CH2:4][CH2:3][CH:2]1[C:7]([OH:9])=[O:8].[C:10](OC(=O)C)(=[O:12])C.O. (5) Given the product [CH2:1]([O:5][C:6]1[CH:11]=[CH:10][C:9]([S:12]([C:15]2([C:32]([NH:36][OH:35])=[O:34])[CH2:20][CH2:19][N:18]([C:21]([C:23]3([CH3:31])[CH2:28][O:27][C:26]([CH3:30])([CH3:29])[O:25][CH2:24]3)=[O:22])[CH2:17][CH2:16]2)(=[O:14])=[O:13])=[CH:8][CH:7]=1)[C:2]#[C:3][CH3:4], predict the reactants needed to synthesize it. The reactants are: [CH2:1]([O:5][C:6]1[CH:11]=[CH:10][C:9]([S:12]([C:15]2([C:32]([OH:34])=O)[CH2:20][CH2:19][N:18]([C:21]([C:23]3([CH3:31])[CH2:28][O:27][C:26]([CH3:30])([CH3:29])[O:25][CH2:24]3)=[O:22])[CH2:17][CH2:16]2)(=[O:14])=[O:13])=[CH:8][CH:7]=1)[C:2]#[C:3][CH3:4].[OH:35][N:36]1C2C=CC=CC=2N=N1.Cl.CN(C)CCCN=C=NCC.CN1CCOCC1.NO. (6) The reactants are: [CH2:1]([N:8]1[CH:14]2[CH2:15][CH2:16][CH:9]1[CH:10]1[NH:17][CH:13]2[CH2:12][CH2:11]1)[C:2]1[CH:7]=[CH:6][CH:5]=[CH:4][CH:3]=1.[CH3:18]I. Given the product [CH2:1]([N:8]1[CH:9]2[CH2:16][CH2:15][CH:14]1[CH:13]1[N:17]([CH3:18])[CH:10]2[CH2:11][CH2:12]1)[C:2]1[CH:3]=[CH:4][CH:5]=[CH:6][CH:7]=1, predict the reactants needed to synthesize it. (7) Given the product [CH3:1][O:2][C:3]1[C:10]([O:11][CH3:12])=[C:9]([O:13][CH3:14])[CH:8]=[CH:7][C:4]=1[CH2:5][OH:6], predict the reactants needed to synthesize it. The reactants are: [CH3:1][O:2][C:3]1[C:10]([O:11][CH3:12])=[C:9]([O:13][CH3:14])[CH:8]=[CH:7][C:4]=1[CH:5]=[O:6].[BH4-].[Na+].CCCCCC.C(OCC)(=O)C.